Dataset: Forward reaction prediction with 1.9M reactions from USPTO patents (1976-2016). Task: Predict the product of the given reaction. Given the reactants [Cl:1][C:2]1[C:14]([Cl:15])=[C:13]([CH2:16][CH2:17][CH:18]([OH:34])[C:19]2[S:20][C:21]([C:24]3[CH:29]=[CH:28][C:27]([C:30]([F:33])([F:32])[F:31])=[CH:26][CH:25]=3)=[CH:22][CH:23]=2)[CH:12]=[CH:11][C:3]=1[O:4][C:5]([CH3:10])([CH3:9])[C:6]([OH:8])=[O:7].[H-].[Na+].Br[CH:38]([CH3:40])[CH3:39], predict the reaction product. The product is: [Cl:1][C:2]1[C:14]([Cl:15])=[C:13]([CH2:16][CH2:17][CH:18]([O:34][CH:38]([CH3:40])[CH3:39])[C:19]2[S:20][C:21]([C:24]3[CH:25]=[CH:26][C:27]([C:30]([F:31])([F:32])[F:33])=[CH:28][CH:29]=3)=[CH:22][CH:23]=2)[CH:12]=[CH:11][C:3]=1[O:4][C:5]([CH3:9])([CH3:10])[C:6]([OH:8])=[O:7].